Dataset: Forward reaction prediction with 1.9M reactions from USPTO patents (1976-2016). Task: Predict the product of the given reaction. (1) Given the reactants C(O)=[O:2].OO.[S:6]([O-:9])([O-:8])=[O:7].[Na+].[Na+].[OH-].[Na+].[CH:14]([O:17][CH:18]([CH3:20])[CH3:19])([CH3:16])[CH3:15], predict the reaction product. The product is: [OH:2][CH:15]1[CH:20]2[CH:18]3[CH:19]([CH2:16][CH:14]1[O:17]3)[S:6](=[O:9])(=[O:8])[O:7]2. (2) Given the reactants [Cl:1][C:2]1[CH:18]=[CH:17][CH:16]=[CH:15][C:3]=1[O:4][C:5]1[C:10]([NH:11][CH3:12])=[CH:9][N:8]=[C:7]([S:13][CH3:14])[N:6]=1.[F:19][C:20]([F:38])([F:37])[C:21]1[CH:22]=[C:23]([C:31]([CH3:36])([CH3:35])[C:32](Cl)=[O:33])[CH:24]=[C:25]([C:27]([F:30])([F:29])[F:28])[CH:26]=1, predict the reaction product. The product is: [F:29][C:27]([F:28])([F:30])[C:25]1[CH:24]=[C:23]([C:31]([CH3:35])([CH3:36])[C:32]([N:11]([C:10]2[C:5]([O:4][C:3]3[CH:15]=[CH:16][CH:17]=[CH:18][C:2]=3[Cl:1])=[N:6][C:7]([S:13][CH3:14])=[N:8][CH:9]=2)[CH3:12])=[O:33])[CH:22]=[C:21]([C:20]([F:19])([F:37])[F:38])[CH:26]=1. (3) Given the reactants [O:1]=[S:2]1(=[O:32])[C:8]2[CH:9]=[CH:10][CH:11]=[CH:12][C:7]=2[CH2:6][N:5]([C:13]2[CH:22]=[C:21]([N:23]3[CH2:27][CH2:26][CH:25]([C:28](O)=[O:29])[CH2:24]3)[C:20]3[C:15](=[CH:16][CH:17]=[C:18]([CH3:31])[CH:19]=3)[N:14]=2)[CH2:4][CH2:3]1.C(Cl)(=O)C([Cl:36])=O, predict the reaction product. The product is: [O:1]=[S:2]1(=[O:32])[C:8]2[CH:9]=[CH:10][CH:11]=[CH:12][C:7]=2[CH2:6][N:5]([C:13]2[CH:22]=[C:21]([N:23]3[CH2:27][CH2:26][CH:25]([C:28]([Cl:36])=[O:29])[CH2:24]3)[C:20]3[C:15](=[CH:16][CH:17]=[C:18]([CH3:31])[CH:19]=3)[N:14]=2)[CH2:4][CH2:3]1.